From a dataset of Reaction yield outcomes from USPTO patents with 853,638 reactions. Predict the reaction yield, written as a fraction of the theoretical maximum amount of product (1.0 means a 100% yield; for example, 0.34 means a 34% yield). (1) The reactants are C1(COC([N:11]2[CH2:14][C:13]3([C@@H:18]([CH3:19])[NH:17][C:16](=[O:20])[O:15]3)[CH2:12]2)=O)C=CC=CC=1.[H][H]. The catalyst is CO.[Pd]. The product is [CH3:19][C@@H:18]1[C:13]2([CH2:14][NH:11][CH2:12]2)[O:15][C:16](=[O:20])[NH:17]1. The yield is 1.00. (2) The reactants are O[C@H]([C@H](O)CO)CN(C[C@H](O)[C@H](O)CO)CCO[C:8]1[CH:13]=[CH:12][C:11]([CH2:14][CH2:15][CH2:16][CH2:17][NH2:18])=[CH:10][CH:9]=1.[CH2:30]([OH:32])[CH3:31].C(N(CC)CC)C.I.NC1C([C:50](NC(=N)SC)=[O:51])=NC(Cl)=C(N)N=1.C([O:61]C)(C)(C)C. No catalyst specified. The product is [OH:32][C@H:30]([CH2:50][OH:51])[CH2:31][O:61][C:10]1[CH:9]=[CH:8][CH:13]=[CH:12][C:11]=1[CH2:14][CH2:15][CH2:16][CH2:17][NH2:18]. The yield is 0.490. (3) The reactants are [Cl:1][C:2]1[CH:3]=[C:4]([CH2:9][CH2:10][C:11]([NH2:13])=O)[CH:5]=[CH:6][C:7]=1[Cl:8].[H-].[H-].[H-].[H-].[Li+].[Al+3].ClC1C=C(CCCN)C=CC=1Cl.[C:32](O[C:32]([O:34][C:35]([CH3:38])([CH3:37])[CH3:36])=[O:33])([O:34][C:35]([CH3:38])([CH3:37])[CH3:36])=[O:33]. The catalyst is C1COCC1. The product is [Cl:1][C:2]1[CH:3]=[C:4]([CH2:9][CH2:10][CH2:11][NH:13][C:32](=[O:33])[O:34][C:35]([CH3:38])([CH3:37])[CH3:36])[CH:5]=[CH:6][C:7]=1[Cl:8]. The yield is 0.680.